From a dataset of hERG Central: cardiac toxicity at 1µM, 10µM, and general inhibition. Predict hERG channel inhibition at various concentrations. (1) The drug is CCC(C)(C)n1nnnc1C(c1ccc(C)cc1)N1CCSCC1. Results: hERG_inhib (hERG inhibition (general)): blocker. (2) The compound is COc1ccc(OC)c(NC(=O)CSc2nnc(CNC(=O)COc3ccc(Cl)cc3)o2)c1. Results: hERG_inhib (hERG inhibition (general)): blocker. (3) The drug is C=Cc1ccc2c(c1)OCCOCCOCCOCCOCCO2. Results: hERG_inhib (hERG inhibition (general)): blocker. (4) The compound is Cl.Fc1ccccc1C(c1nnnn1Cc1ccc2c(c1)OCO2)N1CCN(Cc2ccco2)CC1. Results: hERG_inhib (hERG inhibition (general)): blocker. (5) The compound is CCN(CC(=O)NCc1cccs1)C(=O)c1cccc(S(=O)(=O)N2CCc3ccccc32)c1. Results: hERG_inhib (hERG inhibition (general)): blocker.